Dataset: Reaction yield outcomes from USPTO patents with 853,638 reactions. Task: Predict the reaction yield, written as a fraction of the theoretical maximum amount of product (1.0 means a 100% yield; for example, 0.34 means a 34% yield). (1) The reactants are C(Cl)(=O)C.[Br:5][C:6]1[CH:11]=[CH:10][C:9]([CH:12](O)[C:13](=[CH2:18])[C:14]([O:16][CH3:17])=[O:15])=[CH:8][CH:7]=1.[CH3:20][C:21]1[CH:26]=[CH:25][C:24]([S:27]([NH2:30])(=[O:29])=[O:28])=[CH:23][CH:22]=1.C([O-])([O-])=O.[K+].[K+]. The catalyst is C1COCC1.CCOC(C)=O. The product is [Br:5][C:6]1[CH:11]=[CH:10][C:9](/[CH:12]=[C:13](\[CH2:18][NH:30][S:27]([C:24]2[CH:25]=[CH:26][C:21]([CH3:20])=[CH:22][CH:23]=2)(=[O:28])=[O:29])/[C:14]([O:16][CH3:17])=[O:15])=[CH:8][CH:7]=1. The yield is 0.370. (2) The reactants are [CH3:1][O:2][C:3]1[CH:16]=[CH:15][C:6]([CH2:7][NH:8][C:9]2[CH:14]=[CH:13][N:12]=[CH:11][N:10]=2)=[CH:5][CH:4]=1.C[Si]([N-][Si](C)(C)C)(C)C.[Li+].[Cl:27][C:28]1[CH:33]=[CH:32][C:31]([C:34]2[C:43]3[C:38](=[CH:39][C:40]([S:44](OC4C(F)=C(F)C(F)=C(F)C=4F)(=[O:46])=[O:45])=[CH:41][CH:42]=3)[CH:37]=[N:36][N:35]=2)=[C:30]([O:59][CH3:60])[CH:29]=1. The catalyst is C1COCC1.[Cl-].[NH4+].O. The product is [Cl:27][C:28]1[CH:33]=[CH:32][C:31]([C:34]2[C:43]3[C:38](=[CH:39][C:40]([S:44]([N:8]([CH2:7][C:6]4[CH:5]=[CH:4][C:3]([O:2][CH3:1])=[CH:16][CH:15]=4)[C:9]4[CH:14]=[CH:13][N:12]=[CH:11][N:10]=4)(=[O:45])=[O:46])=[CH:41][CH:42]=3)[CH:37]=[N:36][N:35]=2)=[C:30]([O:59][CH3:60])[CH:29]=1. The yield is 0.368. (3) The reactants are [O:1]1[C:5]2([CH2:10][CH2:9][CH2:8][CH2:7][CH2:6]2)[O:4][CH2:3][C@@H:2]1[C:11]1[N:15]=[C:14]([NH:16][C:17]2[N:22]=[CH:21][C:20]([S:23]CCC(OC)=O)=[CH:19][C:18]=2[O:30][C:31]2[C:32]([CH3:38])=[N:33][N:34]([CH3:37])[C:35]=2[CH3:36])[S:13][N:12]=1.CC([O-])(C)C.[K+].Br[CH2:46][CH2:47][O:48][CH3:49].CN(C=O)C. The catalyst is C1COCC1. The product is [CH3:49][O:48][CH2:47][CH2:46][S:23][C:20]1[CH:19]=[C:18]([O:30][C:31]2[C:32]([CH3:38])=[N:33][N:34]([CH3:37])[C:35]=2[CH3:36])[C:17]([NH:16][C:14]2[S:13][N:12]=[C:11]([C@H:2]3[CH2:3][O:4][C:5]4([CH2:6][CH2:7][CH2:8][CH2:9][CH2:10]4)[O:1]3)[N:15]=2)=[N:22][CH:21]=1. The yield is 0.501. (4) The reactants are CO[CH2:3][C:4]1[CH:5]=[C:6]([CH:9]=[C:10](COC)[CH:11]=1)[CH:7]=[CH2:8].[CH2:15]([Cl:17])Cl.B(Cl)(Cl)[Cl:19].[OH-].[Na+]. The catalyst is C(Cl)(Cl)(Cl)Cl.CO. The product is [Cl:19][CH2:3][C:4]1[CH:5]=[C:6]([CH:9]=[C:10]([CH2:15][Cl:17])[CH:11]=1)[CH:7]=[CH2:8]. The yield is 0.540. (5) The product is [F:29][CH:2]([F:1])[C:3]1[N:8]=[CH:7][C:6]([CH2:9][O:10][C:11]2[CH:26]=[CH:25][C:14]([CH2:15][N:16]3[C:17]4=[N:18][CH:19]=[C:20]([I:24])[CH:21]=[C:22]4[N:23]=[CH:31]3)=[CH:13][C:12]=2[O:27][CH3:28])=[CH:5][CH:4]=1. The catalyst is C(O)C. The yield is 0.990. The reactants are [F:1][CH:2]([F:29])[C:3]1[N:8]=[CH:7][C:6]([CH2:9][O:10][C:11]2[CH:26]=[CH:25][C:14]([CH2:15][NH:16][C:17]3[C:22]([NH2:23])=[CH:21][C:20]([I:24])=[CH:19][N:18]=3)=[CH:13][C:12]=2[O:27][CH3:28])=[CH:5][CH:4]=1.F[CH:31](F)C1N=CC(COC2C=CC(CN)=CC=2OC)=CC=1.C(OCC)(OCC)OCC.O.C1(C)C=CC(S(O)(=O)=O)=CC=1.